This data is from Reaction yield outcomes from USPTO patents with 853,638 reactions. The task is: Predict the reaction yield, written as a fraction of the theoretical maximum amount of product (1.0 means a 100% yield; for example, 0.34 means a 34% yield). (1) The reactants are Cl[C:2]1[C:3]2[N:4]([CH:18]=[CH:19][N:20]=2)[CH:5]=[C:6]([C:10]2[CH:15]=[CH:14][C:13]([Cl:16])=[CH:12][C:11]=2[Cl:17])[C:7]=1[C:8]#[N:9].[N-:21]=[N+:22]=[N-:23].[Na+].CCOC(C)=O. The catalyst is CN(C=O)C. The product is [N:21]([C:2]1[C:3]2[N:4]([CH:18]=[CH:19][N:20]=2)[CH:5]=[C:6]([C:10]2[CH:15]=[CH:14][C:13]([Cl:16])=[CH:12][C:11]=2[Cl:17])[C:7]=1[C:8]#[N:9])=[N+:22]=[N-:23]. The yield is 0.950. (2) The reactants are B([C:4]1[CH:12]=[CH:11][C:7]([C:8]([OH:10])=[O:9])=[C:6]([CH3:13])[CH:5]=1)(O)O.C([O-])([O-])=O.[K+].[K+].Br[C:21]1[N:22]=[CH:23][C:24]2[N:25]([C:27]([C:30]3[CH:37]=[CH:36][C:33]([C:34]#[N:35])=[CH:32][CH:31]=3)=[CH:28][N:29]=2)[CH:26]=1. The catalyst is CN(C=O)C.O.C1C=CC(P(C2C=CC=CC=2)[C-]2C=CC=C2)=CC=1.C1C=CC(P(C2C=CC=CC=2)[C-]2C=CC=C2)=CC=1.Cl[Pd]Cl.[Fe+2]. The product is [C:34]([C:33]1[CH:36]=[CH:37][C:30]([C:27]2[N:25]3[CH:26]=[C:21]([C:4]4[CH:12]=[CH:11][C:7]([C:8]([OH:10])=[O:9])=[C:6]([CH3:13])[CH:5]=4)[N:22]=[CH:23][C:24]3=[N:29][CH:28]=2)=[CH:31][CH:32]=1)#[N:35]. The yield is 0.830. (3) The reactants are [CH2:1]([O:8][C:9]([NH:11][C@H:12]1[C@H:17]([NH:18][C:19]([C:21]2[NH:22][C:23]([CH2:27][CH3:28])=[C:24]([Cl:26])[N:25]=2)=[O:20])[CH2:16][CH2:15][N:14](C(OC(C)(C)C)=O)[CH2:13]1)=[O:10])[C:2]1[CH:7]=[CH:6][CH:5]=[CH:4][CH:3]=1.C(=O)([O-])[O-].[Na+].[Na+].Br[C:43]1[S:44][C:45]([C:49]([O:51][CH2:52][CH3:53])=[O:50])=[C:46]([CH3:48])[N:47]=1. No catalyst specified. The product is [CH2:1]([O:8][C:9]([NH:11][C@H:12]1[C@H:17]([NH:18][C:19]([C:21]2[NH:22][C:23]([CH2:27][CH3:28])=[C:24]([Cl:26])[N:25]=2)=[O:20])[CH2:16][CH2:15][N:14]([C:43]2[S:44][C:45]([C:49]([O:51][CH2:52][CH3:53])=[O:50])=[C:46]([CH3:48])[N:47]=2)[CH2:13]1)=[O:10])[C:2]1[CH:3]=[CH:4][CH:5]=[CH:6][CH:7]=1. The yield is 0.850.